This data is from Catalyst prediction with 721,799 reactions and 888 catalyst types from USPTO. The task is: Predict which catalyst facilitates the given reaction. (1) Product: [Br:11][CH2:8][C:7]1[C:2]([F:1])=[N:3][CH:4]=[CH:5][CH:6]=1. The catalyst class is: 4. Reactant: [F:1][C:2]1[C:7]([CH2:8]O)=[CH:6][CH:5]=[CH:4][N:3]=1.P(Br)(Br)[Br:11]. (2) Product: [F:9][C:8]([F:10])([F:11])[CH:5]1[CH2:4][CH2:3][CH:2]([OH:1])[CH2:7][CH2:6]1. Reactant: [OH:1][C:2]1[CH:7]=[CH:6][C:5]([C:8]([F:11])([F:10])[F:9])=[CH:4][CH:3]=1.[H][H]. The catalyst class is: 15. (3) Reactant: [C:1]([CH:5]1[CH2:10][CH2:9][CH:8]([NH:11][S:12]([C:15]2[CH:28]=[CH:27][C:26]3[C:25](=[O:29])[C:24]4[C:19](=[CH:20][C:21]([S:30]([NH:33][CH:34]5[CH2:39][CH2:38][CH:37]([C:40]([CH3:43])([CH3:42])[CH3:41])[CH2:36][CH2:35]5)(=[O:32])=[O:31])=[CH:22][CH:23]=4)[C:18](=[O:44])[C:17]=3[CH:16]=2)(=[O:14])=[O:13])[CH2:7][CH2:6]1)([CH3:4])([CH3:3])[CH3:2].[H-].[Na+].Cl.Cl[CH2:49][CH2:50][CH2:51][N:52]([CH3:54])[CH3:53].[OH-].[Na+]. Product: [C:1]([CH:5]1[CH2:10][CH2:9][CH:8]([N:11]([CH2:49][CH2:50][CH2:51][N:52]([CH3:54])[CH3:53])[S:12]([C:15]2[CH:28]=[CH:27][C:26]3[C:25](=[O:29])[C:24]4[C:19](=[CH:20][C:21]([S:30]([N:33]([CH:34]5[CH2:35][CH2:36][CH:37]([C:40]([CH3:43])([CH3:42])[CH3:41])[CH2:38][CH2:39]5)[CH2:49][CH2:50][CH2:51][N:52]([CH3:54])[CH3:53])(=[O:31])=[O:32])=[CH:22][CH:23]=4)[C:18](=[O:44])[C:17]=3[CH:16]=2)(=[O:13])=[O:14])[CH2:7][CH2:6]1)([CH3:4])([CH3:3])[CH3:2]. The catalyst class is: 3.